Dataset: Catalyst prediction with 721,799 reactions and 888 catalyst types from USPTO. Task: Predict which catalyst facilitates the given reaction. (1) Reactant: [OH-].[Li+].[OH:3][CH2:4][C:5]1[CH:6]=[C:7]([C:11]2[CH:12]=[CH:13][C:14]3[N:15]([CH:17]=[C:18]([C:20]([O:22]CC)=[O:21])[N:19]=3)[CH:16]=2)[CH:8]=[CH:9][CH:10]=1.Cl. Product: [OH:3][CH2:4][C:5]1[CH:6]=[C:7]([C:11]2[CH:12]=[CH:13][C:14]3[N:15]([CH:17]=[C:18]([C:20]([OH:22])=[O:21])[N:19]=3)[CH:16]=2)[CH:8]=[CH:9][CH:10]=1. The catalyst class is: 83. (2) Reactant: N[C@H](C(O)=O)C.C1(O)CCCCC1.O.[C:15]1([CH3:25])[CH:20]=[CH:19][C:18]([S:21]([OH:24])(=[O:23])=[O:22])=[CH:17][CH:16]=1. Product: [CH3:25][C:15]1[CH:20]=[CH:19][C:18]([S:21]([OH:24])(=[O:23])=[O:22])=[CH:17][CH:16]=1. The catalyst class is: 11.